From a dataset of Peptide-MHC class II binding affinity with 134,281 pairs from IEDB. Regression. Given a peptide amino acid sequence and an MHC pseudo amino acid sequence, predict their binding affinity value. This is MHC class II binding data. (1) The peptide sequence is QLSALWARFPLPVIP. The MHC is DRB1_1302 with pseudo-sequence DRB1_1302. The binding affinity (normalized) is 0.375. (2) The peptide sequence is FDPYGATISAKPESA. The MHC is HLA-DPA10301-DPB10402 with pseudo-sequence HLA-DPA10301-DPB10402. The binding affinity (normalized) is 0.0145. (3) The peptide sequence is ALTKAITAMSEVQKV. The MHC is DRB1_1201 with pseudo-sequence DRB1_1201. The binding affinity (normalized) is 0.513. (4) The MHC is DRB1_0405 with pseudo-sequence DRB1_0405. The peptide sequence is SYNKRVFCEAVRRVA. The binding affinity (normalized) is 0.456. (5) The peptide sequence is LVGPFNFRFMSKGGMRNVFDEVIPT. The MHC is HLA-DQA10501-DQB10301 with pseudo-sequence HLA-DQA10501-DQB10301. The binding affinity (normalized) is 0.421.